Dataset: Catalyst prediction with 721,799 reactions and 888 catalyst types from USPTO. Task: Predict which catalyst facilitates the given reaction. (1) Reactant: O.NN.O=C1C2C(=CC=CC=2)C(=O)[N:6]1[CH2:15][CH2:16][CH2:17][CH2:18][C:19]1[CH:36]=[CH:35][C:22]2[N:23]([CH2:33][CH3:34])[C:24](=[O:32])[C:25]([CH3:31])([CH3:30])[C:26](=[O:29])[N:27]([CH3:28])[C:21]=2[CH:20]=1.[OH-].[Na+]. Product: [NH2:6][CH2:15][CH2:16][CH2:17][CH2:18][C:19]1[CH:36]=[CH:35][C:22]2[N:23]([CH2:33][CH3:34])[C:24](=[O:32])[C:25]([CH3:30])([CH3:31])[C:26](=[O:29])[N:27]([CH3:28])[C:21]=2[CH:20]=1. The catalyst class is: 5. (2) Reactant: F[P-](F)(F)(F)(F)F.[N:8]1(O[P+](N(C)C)(N(C)C)N(C)C)[C:12]2[CH:13]=[CH:14][CH:15]=[CH:16][C:11]=2[N:10]=N1.OC1C2N=N[NH:34]C=2C=CC=1.[Cl-].[NH4+].C(N(C(C)C)CC)(C)C.C(C1N=CC([C:57]2[C:69]3[C:68]4[C:63](=[CH:64][CH:65]=[CH:66][CH:67]=4)[N:62]([C:70]4[CH:78]=[CH:77][C:73]([C:74](O)=[O:75])=[C:72]([NH:79][CH2:80][CH2:81][F:82])[CH:71]=4)[C:61]=3[CH:60]=[CH:59][CH:58]=2)=CC=1)#N. Product: [C:11]([C:16]1[N:8]=[CH:12][C:13]([C:57]2[C:69]3[C:68]4[C:63](=[CH:64][CH:65]=[CH:66][CH:67]=4)[N:62]([C:70]4[CH:78]=[CH:77][C:73]([C:74]([NH2:34])=[O:75])=[C:72]([NH:79][CH2:80][CH2:81][F:82])[CH:71]=4)[C:61]=3[CH:60]=[CH:59][CH:58]=2)=[CH:14][CH:15]=1)#[N:10]. The catalyst class is: 35. (3) Reactant: [OH:1][C:2]1([CH3:19])[CH2:7][CH2:6][CH:5]([NH:8]C(=O)OCC2C=CC=CC=2)[CH2:4][CH2:3]1. Product: [NH2:8][CH:5]1[CH2:6][CH2:7][C:2]([CH3:19])([OH:1])[CH2:3][CH2:4]1. The catalyst class is: 178. (4) Reactant: [N+:1]([C:4]1[CH:5]=[C:6]2[C:11](=[CH:12][CH:13]=1)[NH:10][C:9](=O)[NH:8][C:7]2=O)([O-:3])=[O:2].P(Cl)(Cl)([Cl:18])=O.[CH2:21]([NH2:26])[C:22]([CH3:25])([CH3:24])[CH3:23]. Product: [Cl:18][C:9]1[N:8]=[C:7]([NH:26][CH2:21][C:22]([CH3:25])([CH3:24])[CH3:23])[C:6]2[C:11](=[CH:12][CH:13]=[C:4]([N+:1]([O-:3])=[O:2])[CH:5]=2)[N:10]=1. The catalyst class is: 6. (5) Reactant: [F:1][C:2]1[CH:3]=[CH:4][C:5]([N:8]2[CH:12]=[C:11]([C:13](OCC)=[O:14])[CH:10]=[N:9]2)=[N:6][CH:7]=1.[H-].C([Al+]CC(C)C)C(C)C.CCCCCC.Cl. Product: [F:1][C:2]1[CH:3]=[CH:4][C:5]([N:8]2[CH:12]=[C:11]([CH2:13][OH:14])[CH:10]=[N:9]2)=[N:6][CH:7]=1. The catalyst class is: 11.